Task: Predict the reactants needed to synthesize the given product.. Dataset: Full USPTO retrosynthesis dataset with 1.9M reactions from patents (1976-2016) Given the product [NH2:9][CH2:8][C:5]1[CH:6]=[CH:7][C:2]([Cl:1])=[C:3]([NH:10][C:11]2[N:15]([CH3:16])[C:14]3[CH:17]=[CH:18][C:19]([C:21]([NH:23][CH2:24][CH:25]4[CH2:30][CH2:29][CH2:28][CH2:27][CH2:26]4)=[O:22])=[CH:20][C:13]=3[N:12]=2)[CH:4]=1, predict the reactants needed to synthesize it. The reactants are: [Cl:1][C:2]1[CH:7]=[CH:6][C:5]([C:8]#[N:9])=[CH:4][C:3]=1[NH:10][C:11]1[N:15]([CH3:16])[C:14]2[CH:17]=[CH:18][C:19]([C:21]([NH:23][CH2:24][CH:25]3[CH2:30][CH2:29][CH2:28][CH2:27][CH2:26]3)=[O:22])=[CH:20][C:13]=2[N:12]=1.N.